From a dataset of Reaction yield outcomes from USPTO patents with 853,638 reactions. Predict the reaction yield, written as a fraction of the theoretical maximum amount of product (1.0 means a 100% yield; for example, 0.34 means a 34% yield). (1) The reactants are [CH3:1][O:2][C:3](=[O:28])[NH:4][CH:5]([C:9]([N:11]1[CH2:15][CH2:14][CH2:13][CH:12]1[C:16]1[NH:17][C:18]([C:21]2[CH:26]=[CH:25][C:24](Br)=[CH:23][CH:22]=2)=[CH:19][N:20]=1)=[O:10])[CH:6]([CH3:8])[CH3:7].[CH3:29][O:30][C:31](=[O:68])[NH:32][CH:33]([C:37]([N:39]1[CH2:43][CH2:42][CH2:41][CH:40]1[C:44]1[NH:45][C:46]([C:49]2[CH:58]=[CH:57][C:56]3[C:51](=[CH:52][CH:53]=[C:54](B4OC(C)(C)C(C)(C)O4)[CH:55]=3)[CH:50]=2)=[CH:47][N:48]=1)=[O:38])[CH:34]([CH3:36])[CH3:35].C([O-])([O-])=O.[K+].[K+].N#N. The catalyst is C1(C)C=CC=CC=1.C1C=CC([P]([Pd]([P](C2C=CC=CC=2)(C2C=CC=CC=2)C2C=CC=CC=2)([P](C2C=CC=CC=2)(C2C=CC=CC=2)C2C=CC=CC=2)[P](C2C=CC=CC=2)(C2C=CC=CC=2)C2C=CC=CC=2)(C2C=CC=CC=2)C2C=CC=CC=2)=CC=1.C1C=CC(P(C2C=CC=CC=2)[C-]2C=CC=C2)=CC=1.C1C=CC(P(C2C=CC=CC=2)[C-]2C=CC=C2)=CC=1.Cl[Pd]Cl.[Fe+2].CN(C=O)C. The product is [CH3:29][O:30][C:31](=[O:68])[NH:32][CH:33]([C:37]([N:39]1[CH2:43][CH2:42][CH2:41][CH:40]1[C:44]1[NH:45][C:46]([C:49]2[CH:58]=[CH:57][C:56]3[C:51](=[CH:52][CH:53]=[C:54]([C:24]4[CH:25]=[CH:26][C:21]([C:18]5[NH:17][C:16]([CH:12]6[CH2:13][CH2:14][CH2:15][N:11]6[C:9](=[O:10])[CH:5]([NH:4][C:3]([O:2][CH3:1])=[O:28])[CH:6]([CH3:8])[CH3:7])=[N:20][CH:19]=5)=[CH:22][CH:23]=4)[CH:55]=3)[CH:50]=2)=[CH:47][N:48]=1)=[O:38])[CH:34]([CH3:36])[CH3:35]. The yield is 0.350. (2) The reactants are Cl[C:2]1[C:11]([C:12]([F:15])([F:14])[F:13])=[N:10][C:9]2[C:4](=[CH:5][CH:6]=[C:7]([O:16][CH3:17])[CH:8]=2)[N:3]=1.[C:18]([C:21]1[CH:26]=[CH:25][C:24](B(O)O)=[C:23]([Cl:30])[CH:22]=1)([OH:20])=[O:19].C([O-])([O-])=O.[K+].[K+].Cl. The catalyst is COCCOCCO.O.C1C=CC(P(C2C=CC=CC=2)[C-]2C=CC=C2)=CC=1.C1C=CC(P(C2C=CC=CC=2)[C-]2C=CC=C2)=CC=1.Cl[Pd]Cl.[Fe+2]. The product is [Cl:30][C:23]1[CH:22]=[C:21]([CH:26]=[CH:25][C:24]=1[C:2]1[C:11]([C:12]([F:15])([F:14])[F:13])=[N:10][C:9]2[C:4](=[CH:5][CH:6]=[C:7]([O:16][CH3:17])[CH:8]=2)[N:3]=1)[C:18]([OH:20])=[O:19]. The yield is 0.680. (3) The reactants are [OH:1][C:2]1[CH:11]=[CH:10][CH:9]=[CH:8][C:3]=1[C:4]([O:6][CH3:7])=[O:5].[Cl:12][C:13]1[CH:18]=[CH:17][C:16]([N+:19]([O-:21])=[O:20])=[C:15](F)[CH:14]=1.C(=O)([O-])[O-].[Cs+].[Cs+].C(OCC)(=O)C. The catalyst is C(#N)C. The product is [Cl:12][C:13]1[CH:14]=[CH:15][C:16]([N+:19]([O-:21])=[O:20])=[C:17]([CH:18]=1)[O:1][C:2]1[CH:11]=[CH:10][CH:9]=[CH:8][C:3]=1[C:4]([O:6][CH3:7])=[O:5]. The yield is 0.780. (4) The reactants are [Br:1][C:2]1[S:3][C:4]([C:13]([C:15]2[CH:23]=[C:22]3[C:18]([CH:19]=[C:20]([C:24]4[CH:29]=[CH:28][CH:27]=[CH:26][CH:25]=4)[NH:21]3)=[CH:17][CH:16]=2)=[O:14])=[CH:5][C:6]=1[CH2:7][C:8]([O:10][CH2:11][CH3:12])=[O:9].Br[CH2:31][CH2:32][CH2:33][CH2:34][N:35]1[C:39](=[O:40])[C:38]2=[CH:41][CH:42]=[CH:43][CH:44]=[C:37]2[C:36]1=[O:45].[F-].[Cs+]. The catalyst is CC#N. The product is [Br:1][C:2]1[S:3][C:4]([C:13]([C:15]2[CH:23]=[C:22]3[C:18]([CH:19]=[C:20]([C:24]4[CH:29]=[CH:28][CH:27]=[CH:26][CH:25]=4)[N:21]3[CH2:31][CH2:32][CH2:33][CH2:34][N:35]3[C:39](=[O:40])[C:38]4[C:37](=[CH:44][CH:43]=[CH:42][CH:41]=4)[C:36]3=[O:45])=[CH:17][CH:16]=2)=[O:14])=[CH:5][C:6]=1[CH2:7][C:8]([O:10][CH2:11][CH3:12])=[O:9]. The yield is 0.740. (5) The reactants are [NH2:1][C:2]1[N:3]=[C:4]([Cl:23])[C:5]2[CH2:10][C:9](=[O:11])[N:8]([CH2:12][C:13]3[C:18]([CH3:19])=[C:17]([O:20][CH3:21])[C:16]([CH3:22])=[CH:15][N:14]=3)[C:6]=2[N:7]=1.[O:24]1[CH2:29][CH2:28][N:27]([CH2:30][C:31]2[NH:35][C:34]([CH:36]=O)=[N:33][CH:32]=2)[CH2:26][CH2:25]1.N1CCCCC1. No catalyst specified. The product is [NH2:1][C:2]1[N:3]=[C:4]([Cl:23])[C:5]2=[C:6]([N:8]([CH2:12][C:13]3[C:18]([CH3:19])=[C:17]([O:20][CH3:21])[C:16]([CH3:22])=[CH:15][N:14]=3)[C:9](=[O:11])/[C:10]/2=[CH:36]\[C:34]2[NH:33][CH:32]=[C:31]([CH2:30][N:27]3[CH2:26][CH2:25][O:24][CH2:29][CH2:28]3)[N:35]=2)[N:7]=1. The yield is 0.730.